This data is from Forward reaction prediction with 1.9M reactions from USPTO patents (1976-2016). The task is: Predict the product of the given reaction. (1) Given the reactants C([N:8]([CH2:22][C:23]([C:26]1[CH:31]=[C:30]([F:32])[CH:29]=[C:28]([F:33])[CH:27]=1)=[N:24]O)[C@H:9]([CH2:14][CH:15]1[CH2:21][CH2:20][CH2:19][CH2:18][CH2:17][CH2:16]1)[C:10](OC)=[O:11])C1C=CC=CC=1.C(N(CC(C1C=C(F)C=C(F)C=1)=NO)[C@@H](CC1CCCCCC1)C(OC)=O)C1C=CC=CC=1.[H][H], predict the reaction product. The product is: [CH:15]1([CH2:14][C@H:9]2[NH:8][CH2:22][CH:23]([C:26]3[CH:31]=[C:30]([F:32])[CH:29]=[C:28]([F:33])[CH:27]=3)[NH:24][C:10]2=[O:11])[CH2:21][CH2:20][CH2:19][CH2:18][CH2:17][CH2:16]1. (2) Given the reactants C12BC(CCC1)CCC2.[CH2:10]([O:17][C@@H:18]1[C@@H:23]([O:24][CH2:25][C:26]2[CH:31]=[CH:30][CH:29]=[CH:28][CH:27]=2)[C@H:22]([O:32][CH2:33][C:34]2[CH:39]=[CH:38][CH:37]=[CH:36][CH:35]=2)[C@@H:21]([CH2:40][O:41][CH2:42][C:43]2[CH:48]=[CH:47][CH:46]=[CH:45][CH:44]=2)[O:20][C@H:19]1[C:49]1[CH:54]=[CH:53][CH:52]=[C:51]([CH:55]=[CH2:56])[CH:50]=1)[C:11]1[CH:16]=[CH:15][CH:14]=[CH:13][CH:12]=1.P([O-])([O-])([O-])=O.[K+].[K+].[K+].Cl[C:66]1[CH:75]=[C:74]2[C:68](=[CH:69][CH:70]=[CH:71][CH:72]=[CH:73]2)[C:67]=1[C:76]([O:78][CH3:79])=[O:77], predict the reaction product. The product is: [CH2:10]([O:17][C@@H:18]1[C@@H:23]([O:24][CH2:25][C:26]2[CH:31]=[CH:30][CH:29]=[CH:28][CH:27]=2)[C@H:22]([O:32][CH2:33][C:34]2[CH:39]=[CH:38][CH:37]=[CH:36][CH:35]=2)[C@@H:21]([CH2:40][O:41][CH2:42][C:43]2[CH:44]=[CH:45][CH:46]=[CH:47][CH:48]=2)[O:20][C@H:19]1[C:49]1[CH:50]=[C:51]([CH2:55][CH2:56][C:66]2[CH:75]=[C:74]3[C:68](=[CH:69][CH:70]=[CH:71][CH:72]=[CH:73]3)[C:67]=2[C:76]([O:78][CH3:79])=[O:77])[CH:52]=[CH:53][CH:54]=1)[C:11]1[CH:16]=[CH:15][CH:14]=[CH:13][CH:12]=1. (3) Given the reactants [CH3:1][O:2][C:3]1[CH:4]=[CH:5][C:6]2[C:7]3[CH2:18][C:17]4[C:12](=[CH:13][CH:14]=[CH:15][CH:16]=4)[C:8]=3[NH:9][C:10]=2[CH:11]=1.[OH-].[Na+].I[CH3:22], predict the reaction product. The product is: [CH3:1][O:2][C:3]1[CH:4]=[CH:5][C:6]2[C:7]3[CH2:18][C:17]4[C:12](=[CH:13][CH:14]=[CH:15][CH:16]=4)[C:8]=3[N:9]([CH3:22])[C:10]=2[CH:11]=1. (4) Given the reactants [C:1]1([NH2:11])[C:10]2[C:5](=[CH:6][CH:7]=[N:8][CH:9]=2)[CH:4]=[CH:3][N:2]=1.C[Si]([N-][Si](C)(C)C)(C)C.[Li+].CC1(C)[C:29]2[C:24](=[C:25](P([C:24]3[CH:29]=[CH:28][CH:27]=[CH:26][CH:25]=3)[C:24]3[CH:29]=[CH:28][CH:27]=[CH:26][CH:25]=3)[CH:26]=[CH:27][CH:28]=2)O[C:25]2[C:26](P([C:24]3[CH:29]=[CH:28][CH:27]=[CH:26][CH:25]=3)[C:24]3[CH:29]=[CH:28][CH:27]=[CH:26][CH:25]=3)=[CH:27][CH:28]=[CH:29][C:24]1=2.NC1C2C(=CC=CC=2)C=CN=1, predict the reaction product. The product is: [CH:9]1[C:10]2[C:1]3[N:2]([CH:3]=[CH:4][C:5]=2[CH:6]=[CH:7][N:8]=1)[C:29]1[C:24](=[CH:25][CH:26]=[CH:27][CH:28]=1)[N:11]=3. (5) Given the reactants F[C:2]1[N:7]2[CH:8]=[C:9]([CH2:11][N:12]([C@@H:23]([C:25]3[CH:30]=[CH:29][C:28]([O:31][CH3:32])=[CH:27][CH:26]=3)[CH3:24])[C@H:13]3[C:22]4[N:21]=[CH:20][CH:19]=[CH:18][C:17]=4[CH2:16][CH2:15][CH2:14]3)[N:10]=[C:6]2[CH:5]=[CH:4][CH:3]=1.[CH3:33][N:34]1[CH2:39][CH2:38][NH:37][CH2:36][CH2:35]1, predict the reaction product. The product is: [CH3:32][O:31][C:28]1[CH:29]=[CH:30][C:25]([C@H:23]([N:12]([CH2:11][C:9]2[N:10]=[C:6]3[CH:5]=[CH:4][CH:3]=[C:2]([N:37]4[CH2:38][CH2:39][N:34]([CH3:33])[CH2:35][CH2:36]4)[N:7]3[CH:8]=2)[C@H:13]2[C:22]3[N:21]=[CH:20][CH:19]=[CH:18][C:17]=3[CH2:16][CH2:15][CH2:14]2)[CH3:24])=[CH:26][CH:27]=1. (6) The product is: [CH:19]1[C:14]2[CH2:13][C@H:12]3[N:2]([CH2:1][CH:23]4[CH2:25][CH2:24]4)[CH2:3][CH2:4][C@:5]45[C@H:6]([C:7]([CH2:9][CH2:10][C@@:11]34[OH:22])=[O:8])[O:21][C:16]([C:15]=25)=[C:17]([OH:20])[CH:18]=1. Given the reactants [CH3:1][N:2]1[C@@H:12]2[CH2:13][C:14]3[CH:19]=[CH:18][C:17]([OH:20])=[C:16]4[O:21][C@H:6]5[C:7]([CH:9]=[CH:10][C@:11]2([OH:22])[C@:5]5([C:15]=34)[CH2:4][CH2:3]1)=[O:8].[CH:23]1(CBr)[CH2:25][CH2:24]1, predict the reaction product. (7) Given the reactants [N+:1]([C:4]1[CH:9]=[CH:8][C:7]([C:10]2[CH:15]=[CH:14][C:13]([CH2:16][CH2:17][CH2:18][CH2:19][CH2:20][CH2:21][CH2:22][CH3:23])=[CH:12][CH:11]=2)=[CH:6][CH:5]=1)([O-])=O.C1COCC1, predict the reaction product. The product is: [CH2:16]([C:13]1[CH:14]=[CH:15][C:10]([C:7]2[CH:8]=[CH:9][C:4]([NH2:1])=[CH:5][CH:6]=2)=[CH:11][CH:12]=1)[CH2:17][CH2:18][CH2:19][CH2:20][CH2:21][CH2:22][CH3:23]. (8) Given the reactants [Br:1][C:2]1[C:3]([CH3:16])=[C:4]([C:8]([OH:15])=[C:9]([C:11]([CH3:14])([CH3:13])[CH3:12])[CH:10]=1)[C:5]([OH:7])=O.[Cl:17][C:18]1[CH:24]=[C:23]([S:25]([C:28]([F:31])([F:30])[F:29])(=[O:27])=[O:26])[CH:22]=[CH:21][C:19]=1[NH2:20], predict the reaction product. The product is: [Br:1][C:2]1[C:3]([CH3:16])=[C:4]([C:8]([OH:15])=[C:9]([C:11]([CH3:14])([CH3:13])[CH3:12])[CH:10]=1)[C:5]([NH:20][C:19]1[CH:21]=[CH:22][C:23]([S:25]([C:28]([F:31])([F:29])[F:30])(=[O:27])=[O:26])=[CH:24][C:18]=1[Cl:17])=[O:7]. (9) Given the reactants [CH3:1][N:2](C(ON1N=NC2C=CC=NC1=2)=[N+](C)C)C.F[P-](F)(F)(F)(F)F.CCN(C(C)C)C(C)C.CN.[CH2:36]([NH:38][C:39]([NH:41][C:42]1[N:47]=[CH:46][C:45]([C:48]2[CH:49]=[N:50][CH:51]=[C:52]([C:54]([OH:56])=O)[CH:53]=2)=[C:44]([C:57]2[S:58][CH:59]=[C:60]([C:62]3[CH:67]=[CH:66][CH:65]=[CH:64][CH:63]=3)[N:61]=2)[CH:43]=1)=[O:40])[CH3:37], predict the reaction product. The product is: [CH2:36]([NH:38][C:39]([NH:41][C:42]1[N:47]=[CH:46][C:45]([C:48]2[CH:49]=[N:50][CH:51]=[C:52]([C:54]([NH:2][CH3:1])=[O:56])[CH:53]=2)=[C:44]([C:57]2[S:58][CH:59]=[C:60]([C:62]3[CH:67]=[CH:66][CH:65]=[CH:64][CH:63]=3)[N:61]=2)[CH:43]=1)=[O:40])[CH3:37]. (10) Given the reactants [F:1][C:2]1[CH:7]=[CH:6][C:5]([S:8]([C:11]2[CH:15]=[CH:14][S:13][C:12]=2[CH:16]=O)(=[O:10])=[O:9])=[CH:4][CH:3]=1.[CH3:18][O:19][C:20](=[O:33])[CH2:21][N:22]1[C:30]2[C:25](=[CH:26][C:27]([Cl:31])=[CH:28][CH:29]=2)[CH:24]=[C:23]1[CH3:32], predict the reaction product. The product is: [CH3:18][O:19][C:20](=[O:33])[CH2:21][N:22]1[C:30]2[C:25](=[CH:26][C:27]([Cl:31])=[CH:28][CH:29]=2)[C:24]([CH2:16][C:12]2[S:13][CH:14]=[CH:15][C:11]=2[S:8]([C:5]2[CH:4]=[CH:3][C:2]([F:1])=[CH:7][CH:6]=2)(=[O:9])=[O:10])=[C:23]1[CH3:32].